From a dataset of NCI-60 drug combinations with 297,098 pairs across 59 cell lines. Regression. Given two drug SMILES strings and cell line genomic features, predict the synergy score measuring deviation from expected non-interaction effect. (1) Drug 1: CCC1=CC2CC(C3=C(CN(C2)C1)C4=CC=CC=C4N3)(C5=C(C=C6C(=C5)C78CCN9C7C(C=CC9)(C(C(C8N6C)(C(=O)OC)O)OC(=O)C)CC)OC)C(=O)OC.C(C(C(=O)O)O)(C(=O)O)O. Drug 2: CN(C)C1=NC(=NC(=N1)N(C)C)N(C)C. Cell line: SN12C. Synergy scores: CSS=33.2, Synergy_ZIP=-3.23, Synergy_Bliss=-1.10, Synergy_Loewe=-67.1, Synergy_HSA=-1.73. (2) Drug 1: C1=CC=C(C=C1)NC(=O)CCCCCCC(=O)NO. Drug 2: CNC(=O)C1=NC=CC(=C1)OC2=CC=C(C=C2)NC(=O)NC3=CC(=C(C=C3)Cl)C(F)(F)F. Cell line: COLO 205. Synergy scores: CSS=11.3, Synergy_ZIP=-4.99, Synergy_Bliss=-3.08, Synergy_Loewe=-12.6, Synergy_HSA=-4.11. (3) Drug 1: C1CCC(C(C1)N)N.C(=O)(C(=O)[O-])[O-].[Pt+4]. Drug 2: B(C(CC(C)C)NC(=O)C(CC1=CC=CC=C1)NC(=O)C2=NC=CN=C2)(O)O. Cell line: A549. Synergy scores: CSS=32.8, Synergy_ZIP=2.58, Synergy_Bliss=3.07, Synergy_Loewe=-12.5, Synergy_HSA=4.03. (4) Drug 1: CN(C)N=NC1=C(NC=N1)C(=O)N. Drug 2: C1=CC=C(C=C1)NC(=O)CCCCCCC(=O)NO. Cell line: NCI-H522. Synergy scores: CSS=26.4, Synergy_ZIP=-3.95, Synergy_Bliss=7.34, Synergy_Loewe=3.93, Synergy_HSA=7.37. (5) Drug 1: C1=NC2=C(N=C(N=C2N1C3C(C(C(O3)CO)O)O)F)N. Drug 2: CC1C(C(CC(O1)OC2CC(CC3=C2C(=C4C(=C3O)C(=O)C5=C(C4=O)C(=CC=C5)OC)O)(C(=O)CO)O)N)O.Cl. Cell line: SR. Synergy scores: CSS=54.1, Synergy_ZIP=1.07, Synergy_Bliss=0.763, Synergy_Loewe=-42.0, Synergy_HSA=0.863. (6) Drug 1: C1CCC(C(C1)N)N.C(=O)(C(=O)[O-])[O-].[Pt+4]. Drug 2: CC12CCC3C(C1CCC2OP(=O)(O)O)CCC4=C3C=CC(=C4)OC(=O)N(CCCl)CCCl.[Na+]. Cell line: HOP-92. Synergy scores: CSS=25.6, Synergy_ZIP=-7.09, Synergy_Bliss=-9.94, Synergy_Loewe=-10.0, Synergy_HSA=-4.99.